This data is from Forward reaction prediction with 1.9M reactions from USPTO patents (1976-2016). The task is: Predict the product of the given reaction. (1) Given the reactants [F:1][C:2]([F:20])([C:8]1[CH:13]=[CH:12][C:11]([O:14][CH3:15])=[CH:10][C:9]=1[C:16]([F:19])([F:18])[F:17])[C:3]([O:5]CC)=[O:4].O.[OH-].[Li+], predict the reaction product. The product is: [F:1][C:2]([F:20])([C:8]1[CH:13]=[CH:12][C:11]([O:14][CH3:15])=[CH:10][C:9]=1[C:16]([F:17])([F:19])[F:18])[C:3]([OH:5])=[O:4]. (2) Given the reactants Cl.C[C:3]1[S:4][CH:5]=[C:6]([NH2:11])[C:7]=1[C:8](O)=[O:9].[NH2:12][C:13](N)=[O:14].[OH-].[Na+].Cl, predict the reaction product. The product is: [N:11]1[C:6]2=[CH:5][S:4][CH:3]=[C:7]2[C:8]([OH:9])=[N:12][C:13]=1[OH:14]. (3) Given the reactants [Cl:1][C:2]1[CH:7]=[CH:6][C:5]([C:8]([F:23])([F:22])[C:9]2[CH:21]=[CH:20][C:12]([O:13][C:14]([CH3:19])([CH3:18])[C:15]([O-:17])=[O:16])=[CH:11][CH:10]=2)=[CH:4][CH:3]=1.[Na+].Cl, predict the reaction product. The product is: [Cl:1][C:2]1[CH:3]=[CH:4][C:5]([C:8]([F:22])([F:23])[C:9]2[CH:10]=[CH:11][C:12]([O:13][C:14]([CH3:19])([CH3:18])[C:15]([OH:17])=[O:16])=[CH:20][CH:21]=2)=[CH:6][CH:7]=1. (4) Given the reactants C(OC([N:6]1[CH2:12][CH2:11][C:10]2[CH:13]=[CH:14][S:15][C:9]=2[CH2:8][CH2:7]1)=O)C.[C:16]1([S:22](Cl)(=[O:24])=[O:23])[CH:21]=[CH:20][CH:19]=[CH:18][CH:17]=1.[Al+3].[Cl-].[Cl-].[Cl-], predict the reaction product. The product is: [C:16]1([S:22]([C:14]2[S:15][C:9]3[CH2:8][CH2:7][NH:6][CH2:12][CH2:11][C:10]=3[CH:13]=2)(=[O:24])=[O:23])[CH:21]=[CH:20][CH:19]=[CH:18][CH:17]=1.